Dataset: CYP3A4 inhibition data for predicting drug metabolism from PubChem BioAssay. Task: Regression/Classification. Given a drug SMILES string, predict its absorption, distribution, metabolism, or excretion properties. Task type varies by dataset: regression for continuous measurements (e.g., permeability, clearance, half-life) or binary classification for categorical outcomes (e.g., BBB penetration, CYP inhibition). Dataset: cyp3a4_veith. (1) The drug is COc1ccc2oc(=O)c(C(=O)Oc3ccc(NC(C)=O)cc3)cc2c1. The result is 0 (non-inhibitor). (2) The drug is Cc1cc2c(c(=O)o1)[C@H](O)[C@H]1O[C@@H]1C2=O. The result is 0 (non-inhibitor). (3) The compound is CC(=O)N1CCC2(CC1)CN(C(=O)Nc1cccc(C#N)c1)C2. The result is 0 (non-inhibitor). (4) The drug is O=C(NCc1ccccc1)C(c1ccncc1)N(C(=O)c1csnn1)C1CC1. The result is 1 (inhibitor). (5) The compound is O=C(CCCn1c(=S)[nH]c2cc3c(cc2c1=O)OCO3)N1CCN(c2ncccn2)CC1. The result is 1 (inhibitor). (6) The molecule is COc1ccccc1CNc1ncnc2ccc(-c3ccccc3C#N)cc12. The result is 1 (inhibitor). (7) The drug is O=C1C=C[C@@H](O)[C@@H]2[C@@H]1CC[C@H]1C(=O)N(C[C@@H]3CCCO3)C(=O)[C@H]12. The result is 0 (non-inhibitor).